Task: Predict the reactants needed to synthesize the given product.. Dataset: Full USPTO retrosynthesis dataset with 1.9M reactions from patents (1976-2016) (1) Given the product [Cl:1][C:2]1[CH:26]=[CH:25][C:5]([CH2:6][N:7]2[C:15]3[C:10](=[CH:11][C:12]([CH:16]=[C:17]4[S:21][C:20]([N:36]5[CH2:37][CH2:38][CH:33]([O:32][CH3:31])[CH2:34][CH2:35]5)=[N:19][C:18]4=[O:24])=[CH:13][CH:14]=3)[CH:9]=[N:8]2)=[C:4]([C:27]([F:28])([F:29])[F:30])[CH:3]=1, predict the reactants needed to synthesize it. The reactants are: [Cl:1][C:2]1[CH:26]=[CH:25][C:5]([CH2:6][N:7]2[C:15]3[C:10](=[CH:11][C:12]([CH:16]=[C:17]4[S:21][C:20](SC)=[N:19][C:18]4=[O:24])=[CH:13][CH:14]=3)[CH:9]=[N:8]2)=[C:4]([C:27]([F:30])([F:29])[F:28])[CH:3]=1.[CH3:31][O:32][CH:33]1[CH2:38][CH2:37][NH:36][CH2:35][CH2:34]1. (2) The reactants are: [Cl:1][C:2]1[N:7]=[C:6](S(C)(=O)=O)[N:5]=[C:4]([C:12]2[N:16]3[CH:17]=[C:18]([F:21])[CH:19]=[CH:20][C:15]3=[N:14][C:13]=2[C:22]([F:25])([F:24])[F:23])[CH:3]=1.FC(F)(F)O[C:29]1[CH:35]=[CH:34][C:32]([NH2:33])=[CH:31][CH:30]=1. Given the product [Cl:1][C:2]1[CH:3]=[C:4]([C:12]2[N:16]3[CH:17]=[C:18]([F:21])[CH:19]=[CH:20][C:15]3=[N:14][C:13]=2[C:22]([F:25])([F:24])[F:23])[N:5]=[C:6]([NH:33][C:32]2[CH:31]=[CH:30][C:29]([C:22]([F:25])([F:24])[F:23])=[CH:35][CH:34]=2)[N:7]=1, predict the reactants needed to synthesize it. (3) Given the product [Cl:1][C:2]1[N:7]=[C:6]([C:8]2[S:12][C:11]([CH:13]([CH3:15])[CH3:14])=[N:10][C:9]=2[C:16]2[CH:17]=[C:18]([NH:22][S:23]([C:26]3[O:56][CH:29]=[CH:28][CH:27]=3)(=[O:25])=[O:24])[CH:19]=[CH:20][CH:21]=2)[CH:5]=[CH:4][N:3]=1, predict the reactants needed to synthesize it. The reactants are: [Cl:1][C:2]1[N:7]=[C:6]([C:8]2[S:12][C:11]([CH:13]([CH3:15])[CH3:14])=[N:10][C:9]=2[C:16]2[CH:17]=[C:18]([NH:22][S:23]([C:26]3C(F)=C[CH:29]=[CH:28][C:27]=3F)(=[O:25])=[O:24])[CH:19]=[CH:20][CH:21]=2)[CH:5]=[CH:4][N:3]=1.ClC1N=C(C2SC(C(C)C)=NC=2C2C=C(C=CC=2)N)C=CN=1.[O:56]1C=CC=C1S(Cl)(=O)=O. (4) Given the product [C:1]([O:5][C:6]([N:8]1[CH2:18][CH2:17][C:11]2[N:12]=[C:13]([NH:16][C:23](=[O:24])[C:22]3[CH:26]=[CH:27][CH:28]=[C:20]([Cl:19])[CH:21]=3)[N:14]=[CH:15][C:10]=2[CH2:9]1)=[O:7])([CH3:4])([CH3:2])[CH3:3], predict the reactants needed to synthesize it. The reactants are: [C:1]([O:5][C:6]([N:8]1[CH2:18][CH2:17][C:11]2[N:12]=[C:13]([NH2:16])[N:14]=[CH:15][C:10]=2[CH2:9]1)=[O:7])([CH3:4])([CH3:3])[CH3:2].[Cl:19][C:20]1[CH:21]=[C:22]([CH:26]=[CH:27][CH:28]=1)[C:23](Cl)=[O:24].[OH-].[Na+].C(Cl)Cl. (5) Given the product [C:30]1([CH:7]([C:1]2[CH:2]=[CH:3][CH:4]=[CH:5][CH:6]=2)[N:8]2[C:16]3[C:11](=[CH:12][CH:13]=[CH:14][CH:15]=3)[C:10]3([C:17]4[C:26](=[CH:25][C:20]5[O:21][CH2:22][CH2:23][O:24][C:19]=5[C:18]=4[F:28])[O:27][CH2:36]3)[C:9]2=[O:29])[CH:31]=[CH:32][CH:33]=[CH:34][CH:35]=1, predict the reactants needed to synthesize it. The reactants are: [C:1]1([CH:7]([C:30]2[CH:35]=[CH:34][CH:33]=[CH:32][CH:31]=2)[N:8]2[C:16]3[C:11](=[CH:12][CH:13]=[CH:14][CH:15]=3)[CH:10]([C:17]3[C:26]([OH:27])=[CH:25][C:20]4[O:21][CH2:22][CH2:23][O:24][C:19]=4[C:18]=3[F:28])[C:9]2=[O:29])[CH:6]=[CH:5][CH:4]=[CH:3][CH:2]=1.[C:36]1(C(C2C=CC=CC=2)N2C3C(=CC=CC=3)C(C3C=C(C)C(OC)=CC=3O)C2=O)C=CC=CC=1. (6) Given the product [CH2:17]([N:14]([CH2:13][CH2:18][OH:22])[C:5](=[O:7])[C:4]1[CH:8]=[CH:9][C:10]([F:11])=[C:2]([Br:1])[C:3]=1[F:12])[C:2]1[CH:3]=[CH:4][CH:8]=[CH:9][CH:10]=1, predict the reactants needed to synthesize it. The reactants are: [Br:1][C:2]1[C:3]([F:12])=[C:4]([CH:8]=[CH:9][C:10]=1[F:11])[C:5]([OH:7])=O.[CH3:13][N:14]([CH3:17])C=O.[C:18](Cl)(=[O:22])C(Cl)=O.